Dataset: Forward reaction prediction with 1.9M reactions from USPTO patents (1976-2016). Task: Predict the product of the given reaction. (1) Given the reactants [CH3:1][O:2][CH2:3][CH2:4][O:5][CH2:6][CH2:7][O:8][CH2:9][CH2:10][O:11][CH2:12][CH2:13][O:14][CH2:15][CH2:16][O:17][CH2:18][CH2:19][O:20][CH2:21][CH2:22][O:23][CH2:24][CH2:25][NH:26][C:27]([C@@H:29]1[CH2:33][CH2:32][CH2:31][N:30]1[CH2:34][CH2:35][N:36]([CH3:79])[C:37](=[O:78])[C:38]1[CH:77]=[CH:76][CH:75]=[C:40]([C:41]([NH:43][C:44]2[CH:49]=[CH:48][C:47]([N:50]3[CH2:55][CH2:54]C[CH2:52][CH2:51]3)=[CH:46][C:45]=2[C:56]2[CH:61]=[C:60]([C:62](=[O:74])[NH:63][C@@H:64]3[C:73]4[C:68](=[CH:69][CH:70]=[CH:71][CH:72]=4)[CH2:67][CH2:66][CH2:65]3)[CH:59]=[CH:58][N:57]=2)=[O:42])[CH:39]=1)=[O:28].C(N(CC)C1C=CC(NC(=O)C2C=CC=C(C(N(C)CC=O)=O)C=2)=C(C2C=C(C(=O)N[C@@H]3C4C(=CC=CC=4)CCC3)C=CN=2)C=1)C.C(N)(=O)C1C=CC=C(C(N)=O)C=1, predict the reaction product. The product is: [CH3:1][O:2][CH2:3][CH2:4][O:5][CH2:6][CH2:7][O:8][CH2:9][CH2:10][O:11][CH2:12][CH2:13][O:14][CH2:15][CH2:16][O:17][CH2:18][CH2:19][O:20][CH2:21][CH2:22][O:23][CH2:24][CH2:25][NH:26][C:27]([C@@H:29]1[CH2:33][CH2:32][CH2:31][N:30]1[CH2:34][CH2:35][N:36]([CH3:79])[C:37](=[O:78])[C:38]1[CH:77]=[CH:76][CH:75]=[C:40]([C:41]([NH:43][C:44]2[CH:49]=[CH:48][C:47]([N:50]([CH2:55][CH3:54])[CH2:51][CH3:52])=[CH:46][C:45]=2[C:56]2[CH:61]=[C:60]([C:62](=[O:74])[NH:63][C@@H:64]3[C:73]4[C:68](=[CH:69][CH:70]=[CH:71][CH:72]=4)[CH2:67][CH2:66][CH2:65]3)[CH:59]=[CH:58][N:57]=2)=[O:42])[CH:39]=1)=[O:28]. (2) Given the reactants C(O[C:4](=[O:20])[C:5]([C:18]#[N:19])=[CH:6][NH:7][C:8]1[CH:13]=[CH:12][C:11]([O:14][CH3:15])=[C:10]([O:16][CH3:17])[CH:9]=1)C, predict the reaction product. The product is: [CH3:15][O:14][C:11]1[CH:12]=[C:13]2[C:8](=[CH:9][C:10]=1[O:16][CH3:17])[NH:7][CH:6]=[C:5]([C:18]#[N:19])[C:4]2=[O:20]. (3) Given the reactants [C:1]([O:5][C:6](=[O:41])[NH:7][C@H:8]1[CH2:13][CH2:12][C@H:11]([NH:14][C:15]2[N:23]=[C:22]3[C:18]([N:19]=[CH:20][N:21]3[CH:24]([CH3:26])[CH3:25])=[C:17]([NH:27][CH:28]3[CH2:33][CH2:32][N:31](CC4C=CC=CC=4)[CH2:30][CH2:29]3)[N:16]=2)[CH2:10][CH2:9]1)([CH3:4])([CH3:3])[CH3:2].CO.C([O-])=O.[NH4+], predict the reaction product. The product is: [C:1]([O:5][C:6](=[O:41])[NH:7][C@H:8]1[CH2:13][CH2:12][C@H:11]([NH:14][C:15]2[N:23]=[C:22]3[C:18]([N:19]=[CH:20][N:21]3[CH:24]([CH3:26])[CH3:25])=[C:17]([NH:27][CH:28]3[CH2:29][CH2:30][NH:31][CH2:32][CH2:33]3)[N:16]=2)[CH2:10][CH2:9]1)([CH3:3])([CH3:4])[CH3:2]. (4) Given the reactants C[O:2][C:3]([C:5]1[CH:6]=[C:7]([CH:37]=[CH:38][CH:39]=1)[CH2:8][S:9]([NH:12][C@@H:13]([C:17]([NH:19][C@H:20]([C:25]([NH:27][CH2:28][C:29]1[CH:34]=[CH:33][C:32]([C:35]#[N:36])=[CH:31][CH:30]=1)=[O:26])[CH2:21][CH:22]([CH3:24])[CH3:23])=[O:18])[CH:14]([CH3:16])[CH3:15])(=[O:11])=[O:10])=[O:4].[OH-].[Li+].Cl, predict the reaction product. The product is: [C:3]([C:5]1[CH:6]=[C:7]([CH:37]=[CH:38][CH:39]=1)[CH2:8][S:9]([NH:12][C@@H:13]([C:17]([NH:19][C@H:20]([C:25]([NH:27][CH2:28][C:29]1[CH:30]=[CH:31][C:32]([C:35]#[N:36])=[CH:33][CH:34]=1)=[O:26])[CH2:21][CH:22]([CH3:24])[CH3:23])=[O:18])[CH:14]([CH3:16])[CH3:15])(=[O:11])=[O:10])([OH:4])=[O:2]. (5) Given the reactants [Cl:1][C:2]1[C:3]([F:25])=[C:4]([CH:14]2[CH2:17][N:16]([C:18]([O:20][C:21]([CH3:24])([CH3:23])[CH3:22])=[O:19])[CH2:15]2)[C:5]([O:11][CH2:12][CH3:13])=[C:6]([CH:8](Cl)[CH3:9])[CH:7]=1.[I:26][C:27]1[C:35]2[C:30](=[N:31][CH:32]=[N:33][C:34]=2[NH2:36])[NH:29][N:28]=1, predict the reaction product. The product is: [NH2:36][C:34]1[N:33]=[CH:32][N:31]=[C:30]2[N:29]([CH:8]([C:6]3[C:5]([O:11][CH2:12][CH3:13])=[C:4]([CH:14]4[CH2:17][N:16]([C:18]([O:20][C:21]([CH3:24])([CH3:23])[CH3:22])=[O:19])[CH2:15]4)[C:3]([F:25])=[C:2]([Cl:1])[CH:7]=3)[CH3:9])[N:28]=[C:27]([I:26])[C:35]=12. (6) Given the reactants [C:1]([O:4][C:5]1[CH:10]=[CH:9][C:8]([C:11](Cl)=[O:12])=[CH:7][CH:6]=1)(=[O:3])[CH3:2].[Si](N1N=[CH:21][CH:20]=[N:19]1)(C)(C)C, predict the reaction product. The product is: [C:1]([O:4][C:5]1[CH:10]=[CH:9][C:8]([C:11]2[O:12][CH:21]=[CH:20][N:19]=2)=[CH:7][CH:6]=1)(=[O:3])[CH3:2]. (7) Given the reactants [C:1]1([C:7]2[C:11]([C:12]3[CH:17]=[CH:16][CH:15]=[CH:14][CH:13]=3)=[C:10]([SH:18])[NH:9][N:8]=2)[CH:6]=[CH:5][CH:4]=[CH:3][CH:2]=1.Br[CH2:20][CH2:21][O:22][CH:23]1[CH2:28][CH2:27][CH2:26][CH2:25][O:24]1.C([O-])([O-])=O.[K+].[K+], predict the reaction product. The product is: [C:1]1([C:7]2[C:11]([C:12]3[CH:13]=[CH:14][CH:15]=[CH:16][CH:17]=3)=[C:10]([S:18][CH2:20][CH2:21][O:22][CH:23]3[CH2:28][CH2:27][CH2:26][CH2:25][O:24]3)[NH:9][N:8]=2)[CH:2]=[CH:3][CH:4]=[CH:5][CH:6]=1.